Dataset: Reaction yield outcomes from USPTO patents with 853,638 reactions. Task: Predict the reaction yield, written as a fraction of the theoretical maximum amount of product (1.0 means a 100% yield; for example, 0.34 means a 34% yield). (1) The reactants are S(S([O-])=O)([O-])=O.[Na+].[Na+].[CH3:9][O:10][C:11]1[CH:12]=[C:13]([CH:18]=[C:19]([N+:23]([O-])=O)[C:20]=1[NH:21][CH3:22])[C:14]([O:16][CH3:17])=[O:15].[CH:26]1([CH2:29][N:30]2[C:34]3=[N:35][CH:36]=[CH:37][CH:38]=[C:33]3[CH:32]=[C:31]2[CH:39]=O)[CH2:28][CH2:27]1. The catalyst is O.C(O)C.C(Cl)Cl. The product is [CH:26]1([CH2:29][N:30]2[C:34]3=[N:35][CH:36]=[CH:37][CH:38]=[C:33]3[CH:32]=[C:31]2[C:39]2[N:21]([CH3:22])[C:20]3[C:11]([O:10][CH3:9])=[CH:12][C:13]([C:14]([O:16][CH3:17])=[O:15])=[CH:18][C:19]=3[N:23]=2)[CH2:27][CH2:28]1. The yield is 0.800. (2) The reactants are [NH:1]1[C:9]2[C:4](=[CH:5][CH:6]=[CH:7][CH:8]=2)[CH:3]=[C:2]1[C:10]([CH3:17])([CH3:16])[C:11]([O:13][CH2:14][CH3:15])=[O:12].[N+:18]([O-])([O-:20])=[O:19].[Na+]. The catalyst is S(=O)(=O)(O)O. The product is [CH3:17][C:10]([C:2]1[NH:1][C:9]2[C:4]([CH:3]=1)=[CH:5][C:6]([N+:18]([O-:20])=[O:19])=[CH:7][CH:8]=2)([CH3:16])[C:11]([O:13][CH2:14][CH3:15])=[O:12]. The yield is 0.570. (3) The reactants are [H-].[Na+].O1CCCC1.[Cl:8][C:9]1[C:10]([CH3:15])=[N:11][O:12][C:13]=1[NH2:14].Cl[S:17]([C:20]1[CH:24]=[CH:23][S:22][C:21]=1[C:25]([O:27]C)=[O:26])(=[O:19])=[O:18]. The catalyst is CCCCCC. The product is [Cl:8][C:9]1[C:10]([CH3:15])=[N:11][O:12][C:13]=1[NH:14][S:17]([C:20]1[CH:24]=[CH:23][S:22][C:21]=1[C:25]([OH:27])=[O:26])(=[O:18])=[O:19]. The yield is 0.350.